Binary Classification. Given a drug SMILES string, predict its activity (active/inactive) in a high-throughput screening assay against a specified biological target. From a dataset of HIV replication inhibition screening data with 41,000+ compounds from the AIDS Antiviral Screen. (1) The molecule is Cl.Nc1ccc(C(c2ccccc2)(c2ccccc2)c2ccccc2)cc1. The result is 0 (inactive). (2) The drug is Clc1ccc(-c2nnc3c4nnc(-c5ccc(Cl)cc5Cl)n4c4ccccc4n23)c(Cl)c1. The result is 0 (inactive). (3) The molecule is CC1=CC(=O)C(=CNC(=O)NN)C(=O)O1. The result is 0 (inactive). (4) The molecule is O=C(Nc1ccc(Cl)c(Cl)c1)Nc1ccc([N+](=O)[O-])cn1. The result is 0 (inactive). (5) The molecule is O=C1NC(=O)C(CCC(=O)c2cccc3ccccc23)C(=O)N1. The result is 0 (inactive). (6) The molecule is COC(=O)CCC1(C)C2CCC1C(=NO)C2. The result is 0 (inactive).